Dataset: Full USPTO retrosynthesis dataset with 1.9M reactions from patents (1976-2016). Task: Predict the reactants needed to synthesize the given product. (1) Given the product [NH2:32][C:33]1[S:37][C:36]([C:38]2[CH:43]=[C:42]([F:44])[CH:41]=[CH:40][C:39]=2[F:45])=[N:35][C:34]=1[C:46]([NH:1][C:2]1[CH:3]=[N:4][N:5]([CH:22]2[CH2:23][CH2:24]2)[C:6]=1[N:7]1[CH2:13][CH2:12][C@H:11]([F:14])[C@@H:10]([NH2:15])[CH2:9][CH2:8]1)=[O:47], predict the reactants needed to synthesize it. The reactants are: [NH2:1][C:2]1[CH:3]=[N:4][N:5]([CH:22]2[CH2:24][CH2:23]2)[C:6]=1[N:7]1[CH2:13][CH2:12][CH:11]([F:14])[CH:10]([NH:15]C(=O)C(F)(F)F)[CH2:9][CH2:8]1.C(OC([NH:32][C:33]1[S:37][C:36]([C:38]2[CH:43]=[C:42]([F:44])[CH:41]=[CH:40][C:39]=2[F:45])=[N:35][C:34]=1[C:46](O)=[O:47])=O)(C)(C)C. (2) Given the product [Br:17][C:2]1[S:3][C:4]2[CH:10]=[C:9]([CH2:11][C:12]([O:14][CH2:15][CH3:16])=[O:13])[CH:8]=[CH:7][C:5]=2[N:6]=1, predict the reactants needed to synthesize it. The reactants are: N[C:2]1[S:3][C:4]2[CH:10]=[C:9]([CH2:11][C:12]([O:14][CH2:15][CH3:16])=[O:13])[CH:8]=[CH:7][C:5]=2[N:6]=1.[BrH:17].N([O-])=O.[Na+].CC#N. (3) Given the product [C:27]([NH:31][S:32]([C:35]1[CH:40]=[CH:39][C:38]([C:2]2[CH:7]=[CH:6][CH:5]=[C:4]([C:8]3[CH2:14][C:13](=[O:15])[NH:12][C:11]4[CH:16]=[C:17]([C:23]([F:26])([F:25])[F:24])[C:18]([O:20][CH2:21][CH3:22])=[CH:19][C:10]=4[N:9]=3)[CH:3]=2)=[CH:37][CH:36]=1)(=[O:34])=[O:33])([CH3:30])([CH3:28])[CH3:29], predict the reactants needed to synthesize it. The reactants are: Br[C:2]1[CH:3]=[C:4]([C:8]2[CH2:14][C:13](=[O:15])[NH:12][C:11]3[CH:16]=[C:17]([C:23]([F:26])([F:25])[F:24])[C:18]([O:20][CH2:21][CH3:22])=[CH:19][C:10]=3[N:9]=2)[CH:5]=[CH:6][CH:7]=1.[C:27]([NH:31][S:32]([C:35]1[CH:40]=[CH:39][C:38](B(O)O)=[CH:37][CH:36]=1)(=[O:34])=[O:33])([CH3:30])([CH3:29])[CH3:28]. (4) Given the product [Br:38][C:5]1[CH:4]=[C:3]([O:11][CH2:12][CH:13]([CH3:15])[CH3:14])[C:2]([Cl:1])=[CH:7][C:6]=1[NH:8][C:41](=[O:42])[CH3:40], predict the reactants needed to synthesize it. The reactants are: [Cl:1][C:2]1[CH:7]=[C:6]([N+:8]([O-])=O)[CH:5]=[CH:4][C:3]=1[O:11][CH2:12][CH:13]([CH3:15])[CH3:14].Cl[Sn]Cl.C([O-])(O)=O.[Na+].NC1C=CC=CC=1.C1C(=O)N([Br:38])C(=O)C1.C1C[O:42][CH2:41][CH2:40]1. (5) Given the product [CH3:31][O:30][C:8]1[C:5]2[CH:6]=[N:7][C:2]([NH2:37])=[CH:3][C:4]=2[N:10]([C:11]([C:24]2[CH:25]=[CH:26][CH:27]=[CH:28][CH:29]=2)([C:18]2[CH:23]=[CH:22][CH:21]=[CH:20][CH:19]=2)[C:12]2[CH:13]=[CH:14][CH:15]=[CH:16][CH:17]=2)[N:9]=1, predict the reactants needed to synthesize it. The reactants are: Cl[C:2]1[N:7]=[CH:6][C:5]2[C:8]([O:30][CH3:31])=[N:9][N:10]([C:11]([C:24]3[CH:29]=[CH:28][CH:27]=[CH:26][CH:25]=3)([C:18]3[CH:23]=[CH:22][CH:21]=[CH:20][CH:19]=3)[C:12]3[CH:17]=[CH:16][CH:15]=[CH:14][CH:13]=3)[C:4]=2[CH:3]=1.[Li+].C[Si]([N-:37][Si](C)(C)C)(C)C. (6) Given the product [C:21]([NH:20][C:18](=[O:19])[C:17]1[CH:25]=[CH:26][CH:27]=[C:15]([CH2:14][N:11]2[CH2:12][CH2:13][N:8]([C:6](=[O:7])[C:5]3[CH:28]=[CH:29][C:2]([NH:1][C:39]([NH:38][C:33]4[CH:34]=[CH:35][CH:36]=[CH:37][C:32]=4[F:31])=[O:40])=[C:3]([F:30])[CH:4]=3)[CH2:9][CH2:10]2)[CH:16]=1)([CH3:24])([CH3:23])[CH3:22], predict the reactants needed to synthesize it. The reactants are: [NH2:1][C:2]1[CH:29]=[CH:28][C:5]([C:6]([N:8]2[CH2:13][CH2:12][N:11]([CH2:14][C:15]3[CH:16]=[C:17]([CH:25]=[CH:26][CH:27]=3)[C:18]([NH:20][C:21]([CH3:24])([CH3:23])[CH3:22])=[O:19])[CH2:10][CH2:9]2)=[O:7])=[CH:4][C:3]=1[F:30].[F:31][C:32]1[CH:37]=[CH:36][CH:35]=[CH:34][C:33]=1[N:38]=[C:39]=[O:40]. (7) Given the product [O:8]=[C:9]1[NH:13][C:12]2=[CH:21][S:22][C:23]([C:24]3[CH:29]=[CH:28][C:27]([C:30]4[S:31][CH:32]=[C:33]5[C:37]=4[NH:36][C:35](=[O:38])[NH:34]5)=[CH:26][CH:25]=3)=[C:11]2[NH:10]1, predict the reactants needed to synthesize it. The reactants are: FC(F)(F)C(O)=O.[O:8]=[C:9]1[N:13](C(OC(C)(C)C)=O)[C:12]2=[CH:21][S:22][C:23]([C:24]3[CH:29]=[CH:28][C:27]([C:30]4[S:31][CH:32]=[C:33]5[C:37]=4[NH:36][C:35](=[O:38])[N:34]5C(OC(C)(C)C)=O)=[CH:26][CH:25]=3)=[C:11]2[NH:10]1.C(=O)([O-])[O-].[Na+].[Na+].